From a dataset of Full USPTO retrosynthesis dataset with 1.9M reactions from patents (1976-2016). Predict the reactants needed to synthesize the given product. (1) Given the product [C:17]1([C:36]2[CH:37]=[CH:38][CH:39]=[CH:40][CH:41]=2)[CH:22]=[CH:21][C:20]([C:23]2[N:24]=[C:25]([C:30]3[CH:35]=[CH:34][CH:33]=[CH:32][CH:31]=3)[N:26]=[C:27]([N:13]3[C:14]4[C:2]([Br:1])=[CH:3][CH:4]=[CH:5][C:6]=4[C:7]4[C:12]3=[CH:11][CH:10]=[CH:9][CH:8]=4)[N:28]=2)=[CH:19][CH:18]=1, predict the reactants needed to synthesize it. The reactants are: [Br:1][C:2]1[C:14]2[NH:13][C:12]3[C:7](=[CH:8][CH:9]=[CH:10][CH:11]=3)[C:6]=2[CH:5]=[CH:4][CH:3]=1.[H-].[Na+].[C:17]1([C:36]2[CH:41]=[CH:40][CH:39]=[CH:38][CH:37]=2)[CH:22]=[CH:21][C:20]([C:23]2[N:28]=[C:27](Cl)[N:26]=[C:25]([C:30]3[CH:35]=[CH:34][CH:33]=[CH:32][CH:31]=3)[N:24]=2)=[CH:19][CH:18]=1.CO. (2) The reactants are: [CH2:1]1[CH2:6][CH2:5][C:4]([CH2:11][NH2:12])([CH2:7][C:8]([OH:10])=[O:9])[CH2:3][CH2:2]1.[CH2:13](O)[CH:14]=[CH2:15].S(Cl)([Cl:19])=O. Given the product [ClH:19].[NH2:12][CH2:11][C:4]1([CH2:7][C:8]([O:10][CH2:15][CH:14]=[CH2:13])=[O:9])[CH2:3][CH2:2][CH2:1][CH2:6][CH2:5]1, predict the reactants needed to synthesize it. (3) Given the product [CH3:22][C@H:17]1[O:18][C@@H:19]([CH3:21])[CH2:20][N:15]([C:4]2[N:3]=[C:2]([C:24]3[CH:25]=[CH:26][CH:27]=[CH:28][C:23]=3[CH3:32])[C:7]([C:8]3[CH:13]=[CH:12][N:11]=[C:10]([CH3:14])[CH:9]=3)=[CH:6][N:5]=2)[CH2:16]1, predict the reactants needed to synthesize it. The reactants are: Cl[C:2]1[C:7]([C:8]2[CH:13]=[CH:12][N:11]=[C:10]([CH3:14])[CH:9]=2)=[CH:6][N:5]=[C:4]([N:15]2[CH2:20][C@H:19]([CH3:21])[O:18][C@H:17]([CH3:22])[CH2:16]2)[N:3]=1.[C:23]1([CH3:32])[CH:28]=[CH:27][CH:26]=[CH:25][C:24]=1B(O)O.C(=O)([O-])[O-].[K+].[K+].CC#N. (4) Given the product [C:4]([CH:3]([NH:2][C:30]([C:28]1[N:27]=[N:26][N:25]([CH2:24][CH2:23][NH:22][C:20](=[O:21])[C:19]2[CH:33]=[CH:34][C:35]([O:39][CH3:40])=[C:36]([O:37][CH3:38])[C:18]=2[O:17][CH3:16])[CH:29]=1)=[O:31])[C:6]1[CH:15]=[CH:14][C:13]2[C:8](=[CH:9][CH:10]=[CH:11][CH:12]=2)[CH:7]=1)#[N:5], predict the reactants needed to synthesize it. The reactants are: Cl.[NH2:2][CH:3]([C:6]1[CH:15]=[CH:14][C:13]2[C:8](=[CH:9][CH:10]=[CH:11][CH:12]=2)[CH:7]=1)[C:4]#[N:5].[CH3:16][O:17][C:18]1[C:36]([O:37][CH3:38])=[C:35]([O:39][CH3:40])[CH:34]=[CH:33][C:19]=1[C:20]([NH:22][CH2:23][CH2:24][N:25]1[CH:29]=[C:28]([C:30](O)=[O:31])[N:27]=[N:26]1)=[O:21]. (5) The reactants are: [NH2:1][C:2]1[C:7](Br)=[N:6][C:5]([Br:9])=[CH:4][N:3]=1.[C:10]([N:17]1[CH2:22][CH2:21][NH:20][CH2:19][C@@H:18]1[CH2:23][C:24]1[CH:29]=[CH:28][CH:27]=[CH:26][CH:25]=1)([O:12][C:13]([CH3:16])([CH3:15])[CH3:14])=[O:11].C(N(C(C)C)CC)(C)C.C(OCC)(=O)C. Given the product [NH2:1][C:2]1[C:7]([N:20]2[CH2:21][CH2:22][N:17]([C:10]([O:12][C:13]([CH3:15])([CH3:16])[CH3:14])=[O:11])[C@@H:18]([CH2:23][C:24]3[CH:25]=[CH:26][CH:27]=[CH:28][CH:29]=3)[CH2:19]2)=[N:6][C:5]([Br:9])=[CH:4][N:3]=1, predict the reactants needed to synthesize it. (6) Given the product [CH3:53][O:52][CH2:51][C@H:50]([OH:54])[CH2:49][O:48][C@H:10]1[C@H:11]([C:28]2[CH:33]=[CH:32][C:31]([O:34][CH2:35][CH2:36][CH2:37][O:38][CH2:39][C:40]3[CH:45]=[CH:44][CH:43]=[CH:42][C:41]=3[O:46][CH3:47])=[CH:30][CH:29]=2)[C@@H:12]([O:14][CH2:15][C:16]2[CH:25]=[C:24]([O:26][CH3:27])[C:23]3[C:18](=[CH:19][CH:20]=[CH:21][CH:22]=3)[CH:17]=2)[CH2:13][NH:8][CH2:9]1, predict the reactants needed to synthesize it. The reactants are: C(OC([N:8]1[CH2:13][C@H:12]([O:14][CH2:15][C:16]2[CH:25]=[C:24]([O:26][CH3:27])[C:23]3[C:18](=[CH:19][CH:20]=[CH:21][CH:22]=3)[CH:17]=2)[C@@H:11]([C:28]2[CH:33]=[CH:32][C:31]([O:34][CH2:35][CH2:36][CH2:37][O:38][CH2:39][C:40]3[CH:45]=[CH:44][CH:43]=[CH:42][C:41]=3[O:46][CH3:47])=[CH:30][CH:29]=2)[C@H:10]([O:48][CH2:49][C@@H:50]([OH:54])[CH2:51][O:52][CH3:53])[CH2:9]1)=O)(C)(C)C.Cl.